The task is: Regression. Given a peptide amino acid sequence and an MHC pseudo amino acid sequence, predict their binding affinity value. This is MHC class II binding data.. This data is from Peptide-MHC class II binding affinity with 134,281 pairs from IEDB. (1) The peptide sequence is AATGAATAATGGYKV. The MHC is DRB3_0202 with pseudo-sequence DRB3_0202. The binding affinity (normalized) is 0.0488. (2) The peptide sequence is NELQIVDKIDAAFKI. The MHC is DRB5_0101 with pseudo-sequence DRB5_0101. The binding affinity (normalized) is 0.596. (3) The peptide sequence is EKKYFAAWQFEPLAA. The MHC is DRB1_0101 with pseudo-sequence DRB1_0101. The binding affinity (normalized) is 0.723. (4) The peptide sequence is NEWITDFAGKTVWFV. The MHC is DRB1_0404 with pseudo-sequence DRB1_0404. The binding affinity (normalized) is 0.168. (5) The peptide sequence is RKLLDSQNRKDIKLI. The MHC is DRB1_0101 with pseudo-sequence DRB1_0101. The binding affinity (normalized) is 0.0538.